This data is from CYP2D6 inhibition data for predicting drug metabolism from PubChem BioAssay. The task is: Regression/Classification. Given a drug SMILES string, predict its absorption, distribution, metabolism, or excretion properties. Task type varies by dataset: regression for continuous measurements (e.g., permeability, clearance, half-life) or binary classification for categorical outcomes (e.g., BBB penetration, CYP inhibition). Dataset: cyp2d6_veith. (1) The compound is COc1ccc2c(c1)Cc1cc(N=[N+]([O-])c3ccc4c(c3)Cc3cc(OC)ccc3-4)ccc1-2. The result is 0 (non-inhibitor). (2) The compound is Cn1c(=O)c2cc(S(=O)(=O)NCCC(=O)NCCc3ccc(Cl)cc3)ccc2n(C)c1=O. The result is 1 (inhibitor).